Dataset: Reaction yield outcomes from USPTO patents with 853,638 reactions. Task: Predict the reaction yield, written as a fraction of the theoretical maximum amount of product (1.0 means a 100% yield; for example, 0.34 means a 34% yield). (1) The reactants are [NH2:1][C:2]1[CH:3]=[N:4][N:5]([CH3:24])[C:6]=1[N:7]1[CH2:13][CH2:12][C@@H:11]([O:14][CH3:15])[C@H:10]([NH:16]C(=O)OC(C)(C)C)[CH2:9][CH2:8]1.C(OC([NH:32][C:33]1[S:37][C:36]([C:38]2[CH:43]=[CH:42][CH:41]=[CH:40][C:39]=2[F:44])=[N:35][C:34]=1[C:45](O)=[O:46])=O)(C)(C)C. No catalyst specified. The product is [NH2:32][C:33]1[S:37][C:36]([C:38]2[CH:43]=[CH:42][CH:41]=[CH:40][C:39]=2[F:44])=[N:35][C:34]=1[C:45]([NH:1][C:2]1[CH:3]=[N:4][N:5]([CH3:24])[C:6]=1[N:7]1[CH2:13][CH2:12][CH:11]([O:14][CH3:15])[CH:10]([NH2:16])[CH2:9][CH2:8]1)=[O:46]. The yield is 0.630. (2) The reactants are [C:1]([O:5][C:6](=[O:22])[NH:7][CH2:8][CH2:9][C:10]1[C:18]2[C:13](=[CH:14][C:15]([N+:19]([O-])=O)=[CH:16][CH:17]=2)[NH:12][CH:11]=1)([CH3:4])([CH3:3])[CH3:2]. The catalyst is CCO.[Ni]. The product is [C:1]([O:5][C:6](=[O:22])[NH:7][CH2:8][CH2:9][C:10]1[C:18]2[C:13](=[CH:14][C:15]([NH2:19])=[CH:16][CH:17]=2)[NH:12][CH:11]=1)([CH3:4])([CH3:2])[CH3:3]. The yield is 0.670.